From a dataset of Full USPTO retrosynthesis dataset with 1.9M reactions from patents (1976-2016). Predict the reactants needed to synthesize the given product. (1) Given the product [O:11]=[C:10]1[NH:9][CH:8]=[C:7]([C:6]2[CH:1]=[CH:2][N:3]=[CH:4][CH:5]=2)[CH:13]=[C:12]1[NH:14][S:21]([C:15]1[CH:20]=[CH:19][CH:18]=[CH:17][CH:16]=1)(=[O:23])=[O:22], predict the reactants needed to synthesize it. The reactants are: [CH:1]1[C:6]([C:7]2[CH:13]=[C:12]([NH2:14])[C:10](=[O:11])[NH:9][CH:8]=2)=[CH:5][CH:4]=[N:3][CH:2]=1.[C:15]1([S:21](Cl)(=[O:23])=[O:22])[CH:20]=[CH:19][CH:18]=[CH:17][CH:16]=1. (2) Given the product [Cl:22][C:14]([C:15]([F:18])([F:17])[F:16])=[C:11]([C:4]1[CH:3]=[C:2]([Cl:1])[C:7]2[O:8][CH2:9][O:10][C:6]=2[CH:5]=1)[C:12]#[N:13], predict the reactants needed to synthesize it. The reactants are: [Cl:1][C:2]1[C:7]2[O:8][CH2:9][O:10][C:6]=2[CH:5]=[C:4]([CH:11]([C:14](=O)[C:15]([F:18])([F:17])[F:16])[C:12]#[N:13])[CH:3]=1.O=P(Cl)(Cl)[Cl:22].C(N(CC)CC)C. (3) Given the product [Cl:19][C:20]1[CH:21]=[C:22]([NH:23][C:6]2[C:5]3[C:10](=[CH:11][C:12]([O:13][CH3:14])=[C:3]([O:2][CH3:1])[C:4]=3[N+:16]([O-:18])=[O:17])[N:9]=[CH:8][N:7]=2)[CH:24]=[CH:25][CH:26]=1, predict the reactants needed to synthesize it. The reactants are: [CH3:1][O:2][C:3]1[C:4]([N+:16]([O-:18])=[O:17])=[C:5]2[C:10](=[CH:11][C:12]=1[O:13][CH3:14])[N:9]=[CH:8][NH:7][C:6]2=O.[Cl:19][C:20]1[CH:21]=[C:22]([CH:24]=[CH:25][CH:26]=1)[NH2:23]. (4) Given the product [Cl:8][C:9]1[CH:10]=[N:11][C:12]([N:15]2[CH2:20][CH2:19][CH:18]([C@@H:21]3[CH2:23][C@H:22]3[CH2:24][CH2:25][O:26][C:29]3[CH:34]=[CH:33][N:32]=[CH:31][CH:30]=3)[CH2:17][CH2:16]2)=[N:13][CH:14]=1, predict the reactants needed to synthesize it. The reactants are: [H-].[Na+].CN(C=O)C.[Cl:8][C:9]1[CH:10]=[N:11][C:12]([N:15]2[CH2:20][CH2:19][CH:18]([C@@H:21]3[CH2:23][C@H:22]3[CH2:24][CH2:25][OH:26])[CH2:17][CH2:16]2)=[N:13][CH:14]=1.[Cl-].F[C:29]1[CH:34]=[CH:33][NH+:32]=[CH:31][CH:30]=1. (5) Given the product [C:45]([CH2:31][C:29]1[N:30]=[C:26]([C@H:24]([NH:23][C:21]([C:20]2[C:14]3[C:15](=[N:16][CH:17]=[C:12]([C:6]4[C:5]5[C:9](=[CH:10][C:2]([F:1])=[CH:3][CH:4]=5)[N:8]([CH3:11])[N:7]=4)[N:13]=3)[N:18]([CH2:37][O:38][CH2:39][CH2:40][Si:41]([CH3:42])([CH3:44])[CH3:43])[CH:19]=2)=[O:22])[CH3:25])[O:27][CH:28]=1)#[N:46], predict the reactants needed to synthesize it. The reactants are: [F:1][C:2]1[CH:10]=[C:9]2[C:5]([C:6]([C:12]3[N:13]=[C:14]4[C:20]([C:21]([NH:23][C@@H:24]([C:26]5[O:27][CH:28]=[C:29]([CH2:31]OS(C)(=O)=O)[N:30]=5)[CH3:25])=[O:22])=[CH:19][N:18]([CH2:37][O:38][CH2:39][CH2:40][Si:41]([CH3:44])([CH3:43])[CH3:42])[C:15]4=[N:16][CH:17]=3)=[N:7][N:8]2[CH3:11])=[CH:4][CH:3]=1.[C-:45]#[N:46].[Na+].